Dataset: Forward reaction prediction with 1.9M reactions from USPTO patents (1976-2016). Task: Predict the product of the given reaction. (1) Given the reactants Cl[C:2]1[C:7]([C:8]([O:10][CH3:11])=[O:9])=[CH:6][N:5]=[C:4]([N:12]2[CH2:17][CH2:16][N:15]3[C:18]4[CH:24]=[C:23]([S:25]([CH3:28])(=[O:27])=[O:26])[C:22]([C:29]([O:31][CH3:32])=[O:30])=[CH:21][C:19]=4[N:20]=[C:14]3[C@H:13]2[CH:33]([CH3:35])[CH3:34])[N:3]=1.[CH3:36]B1OB(C)OB(C)O1.C([O-])([O-])=O.[K+].[K+], predict the reaction product. The product is: [CH:33]([C@H:13]1[N:12]([C:4]2[N:3]=[C:2]([CH3:36])[C:7]([C:8]([O:10][CH3:11])=[O:9])=[CH:6][N:5]=2)[CH2:17][CH2:16][N:15]2[C:18]3[CH:24]=[C:23]([S:25]([CH3:28])(=[O:27])=[O:26])[C:22]([C:29]([O:31][CH3:32])=[O:30])=[CH:21][C:19]=3[N:20]=[C:14]12)([CH3:35])[CH3:34]. (2) Given the reactants [CH2:1]([C:3]1[C:8](N2CCOCC2=O)=[CH:7][CH:6]=[CH:5][C:4]=1[S:16]([NH:19][C@H:20]([C:31]([N:33]1[CH2:38][CH2:37][O:36][C@H:35](C)[CH2:34]1)=[O:32])[CH2:21][NH:22][C:23]([C:25]1[S:26][C:27]([Cl:30])=[CH:28][CH:29]=1)=[O:24])(=[O:18])=[O:17])[CH3:2].[CH3:40]CN(C(C)C)C(C)C.C(C1C([C:57]2[CH:62]=[CH:61][CH:60]=[CH:59][N:58]=2)=CC=CC=1S(Cl)(=O)=O)C, predict the reaction product. The product is: [ClH:30].[CH2:1]([C:3]1[C:8]([C:57]2[CH:62]=[CH:61][CH:60]=[CH:59][N:58]=2)=[CH:7][CH:6]=[CH:5][C:4]=1[S:16]([NH:19][C@H:20]([C:31]([N:33]1[CH2:38][CH2:37][O:36][CH2:35][C@@H:34]1[CH3:40])=[O:32])[CH2:21][NH:22][C:23]([C:25]1[S:26][C:27]([Cl:30])=[CH:28][CH:29]=1)=[O:24])(=[O:17])=[O:18])[CH3:2]. (3) Given the reactants [Br:1][C:2]1[CH:12]=[CH:11][C:5]2[NH:6][C:7]([CH2:9][OH:10])=[N:8][C:4]=2[CH:3]=1.[CH3:13][C:14]([O:17][C:18](O[C:18]([O:17][C:14]([CH3:16])([CH3:15])[CH3:13])=[O:19])=[O:19])([CH3:16])[CH3:15], predict the reaction product. The product is: [Br:1][C:2]1[CH:12]=[CH:11][C:5]2[N:6]([C:18]([O:17][C:14]([CH3:16])([CH3:15])[CH3:13])=[O:19])[C:7]([CH2:9][O:10][C:18]([O:17][C:14]([CH3:16])([CH3:15])[CH3:13])=[O:19])=[N:8][C:4]=2[CH:3]=1.